Task: Predict the product of the given reaction.. Dataset: Forward reaction prediction with 1.9M reactions from USPTO patents (1976-2016) (1) Given the reactants [CH:1]([N:14]1[CH2:19][CH2:18][N:17]([C:20]2[CH:25]=[CH:24][C:23]([NH2:26])=[CH:22][C:21]=2[F:27])[CH2:16][CH2:15]1)([C:8]1[CH:13]=[CH:12][CH:11]=[CH:10][CH:9]=1)[C:2]1[CH:7]=[CH:6][CH:5]=[CH:4][CH:3]=1.[CH3:28][N:29]1[CH:33]=[CH:32][CH:31]=[C:30]1[C:34](O)=[O:35], predict the reaction product. The product is: [CH:1]([N:14]1[CH2:19][CH2:18][N:17]([C:20]2[CH:25]=[CH:24][C:23]([NH:26][C:34]([C:30]3[N:29]([CH3:28])[CH:33]=[CH:32][CH:31]=3)=[O:35])=[CH:22][C:21]=2[F:27])[CH2:16][CH2:15]1)([C:2]1[CH:7]=[CH:6][CH:5]=[CH:4][CH:3]=1)[C:8]1[CH:9]=[CH:10][CH:11]=[CH:12][CH:13]=1. (2) Given the reactants [O:1]=[C:2]1[CH2:11][CH2:10][C:9]2[C:4](=[CH:5][CH:6]=[C:7]([C:12]3[CH:17]=[CH:16][C:15]([C:18]([F:21])([F:20])[F:19])=[CH:14][CH:13]=3)[CH:8]=2)[N:3]1[C:22]([O:24][C:25]([CH3:28])([CH3:27])[CH3:26])=[O:23].C([N-][CH:33]([CH3:35])C)(C)C.[Li+].C([O:39][C:40](Cl)=[S:41])C.Cl, predict the reaction product. The product is: [CH2:33]([S:41][C:40]([CH:11]1[CH2:10][C:9]2[C:4](=[CH:5][CH:6]=[C:7]([C:12]3[CH:13]=[CH:14][C:15]([C:18]([F:20])([F:19])[F:21])=[CH:16][CH:17]=3)[CH:8]=2)[N:3]([C:22]([O:24][C:25]([CH3:28])([CH3:27])[CH3:26])=[O:23])[C:2]1=[O:1])=[O:39])[CH3:35]. (3) Given the reactants [CH:1]1([NH2:9])[CH2:8][CH2:7][CH2:6][CH2:5][CH2:4][CH2:3][CH2:2]1.[Li+].[Cl-].C[N:13]1[C:17](=O)[CH2:16][CH2:15][CH2:14]1.[C:19]1([C:31](Cl)=[O:32])[CH:24]=[C:23]([C:25](Cl)=[O:26])[CH:22]=[C:21]([C:28](Cl)=[O:29])[CH:20]=1, predict the reaction product. The product is: [CH:1]1([NH:9][C:31]([C:19]2[CH:24]=[C:23]([C:25]([NH:9][CH:1]3[CH2:8][CH2:7][CH2:6][CH2:5][CH2:4][CH2:3][CH2:2]3)=[O:26])[CH:22]=[C:21]([C:28]([NH:13][CH:17]3[CH2:16][CH2:15][CH2:14][CH2:3][CH2:2][CH2:1][CH2:8]3)=[O:29])[CH:20]=2)=[O:32])[CH2:8][CH2:7][CH2:6][CH2:5][CH2:4][CH2:3][CH2:2]1. (4) Given the reactants [Br:1][C:2]1[N:7]=[C:6]([C:8](=[O:11])[NH:9][CH3:10])[C:5]([NH:12][C:13]2[C:18]([C:19]([F:22])([F:21])[F:20])=[CH:17][N:16]=[C:15]([NH:23][C:24]3[CH:38]=[CH:37][C:27]([CH2:28][P:29](=[O:36])([O:33]CC)[O:30][CH2:31][CH3:32])=[CH:26][C:25]=3[Cl:39])[N:14]=2)=[CH:4][CH:3]=1.[I-].[Na+].N1C=CC=CC=1, predict the reaction product. The product is: [Br:1][C:2]1[N:7]=[C:6]([C:8](=[O:11])[NH:9][CH3:10])[C:5]([NH:12][C:13]2[C:18]([C:19]([F:21])([F:20])[F:22])=[CH:17][N:16]=[C:15]([NH:23][C:24]3[CH:38]=[CH:37][C:27]([CH2:28][P:29](=[O:33])([OH:36])[O:30][CH2:31][CH3:32])=[CH:26][C:25]=3[Cl:39])[N:14]=2)=[CH:4][CH:3]=1.